This data is from Full USPTO retrosynthesis dataset with 1.9M reactions from patents (1976-2016). The task is: Predict the reactants needed to synthesize the given product. (1) Given the product [OH:35][C:33]1[CH:32]=[C:27]([CH:26]=[C:25]([B:9]2[O:10][C:11]([CH3:16])([CH3:17])[C:12]([CH3:14])([CH3:15])[O:13]2)[CH:34]=1)[C:28]([O:30][CH3:31])=[O:29], predict the reactants needed to synthesize it. The reactants are: [CH3:16][C:11]1([CH3:17])[C:12]([CH3:15])([CH3:14])[O:13][B:9]([B:9]2[O:13][C:12]([CH3:15])([CH3:14])[C:11]([CH3:17])([CH3:16])[O:10]2)[O:10]1.CC([O-])=O.[K+].Br[C:25]1[CH:26]=[C:27]([CH:32]=[C:33]([OH:35])[CH:34]=1)[C:28]([O:30][CH3:31])=[O:29]. (2) Given the product [C:1]([O:4][CH2:5][CH2:6][C:7]1[N:29]([CH2:37][CH2:38][CH2:39][CH2:40][CH2:41][CH2:42][C:43]([O:45][CH2:46][CH3:47])=[O:44])[C:10]2=[N:11][C:12]([C:22]3[CH:23]=[CH:24][C:25]([CH3:28])=[CH:26][CH:27]=3)=[C:13]([C:15]3[CH:20]=[CH:19][C:18]([CH3:21])=[CH:17][CH:16]=3)[N:14]=[C:9]2[CH:8]=1)(=[O:3])[CH3:2], predict the reactants needed to synthesize it. The reactants are: [C:1]([O:4][CH2:5][CH2:6][C:7]1[NH:29][C:10]2=[N:11][C:12]([C:22]3[CH:27]=[CH:26][C:25]([CH3:28])=[CH:24][CH:23]=3)=[C:13]([C:15]3[CH:20]=[CH:19][C:18]([CH3:21])=[CH:17][CH:16]=3)[N:14]=[C:9]2[CH:8]=1)(=[O:3])[CH3:2].C([O-])([O-])=O.[K+].[K+].Br[CH2:37][CH2:38][CH2:39][CH2:40][CH2:41][CH2:42][C:43]([O:45][CH2:46][CH3:47])=[O:44].O.